From a dataset of Forward reaction prediction with 1.9M reactions from USPTO patents (1976-2016). Predict the product of the given reaction. Given the reactants [Cl:1][C:2]1[CH:3]=[C:4]([N:24]([C@H:27]2[CH2:32][CH2:31][C@H:30]([N:33]([CH3:35])[CH3:34])[CH2:29][CH2:28]2)[CH2:25][CH3:26])[C:5]([CH3:23])=[C:6]([CH:22]=1)[C:7]([NH:9][CH2:10][C:11]1[C:12]([CH:19]([CH3:21])[CH3:20])=[N:13][N:14]([CH3:18])[C:15]=1[O:16]C)=[O:8], predict the reaction product. The product is: [Cl:1][C:2]1[CH:3]=[C:4]([N:24]([C@H:27]2[CH2:28][CH2:29][C@H:30]([N:33]([CH3:34])[CH3:35])[CH2:31][CH2:32]2)[CH2:25][CH3:26])[C:5]([CH3:23])=[C:6]([CH:22]=1)[C:7]([NH:9][CH2:10][C:11]1[C:15](=[O:16])[N:14]([CH3:18])[NH:13][C:12]=1[CH:19]([CH3:21])[CH3:20])=[O:8].